Dataset: Forward reaction prediction with 1.9M reactions from USPTO patents (1976-2016). Task: Predict the product of the given reaction. (1) The product is: [NH4+:29].[CH2:73]([CH:68]([CH2:69][CH2:70][CH2:71][CH3:72])[CH2:67][C:47]([CH2:46][CH:84]([CH2:85][CH3:86])[CH2:83][CH2:82][CH2:81][CH3:80])([C:48]([OH:50])=[O:49])[CH:54]([S:1]([OH:5])(=[O:3])=[O:2])[C:53]([OH:57])=[O:56])[CH3:74]. Given the reactants [S:1]([O:5]OS([O-])(=O)=O)([O-])(=[O:3])=[O:2].[NH4+].[NH4+].S(OOS([O-])(=O)=O)([O-])(=O)=O.[K+].[K+].O.O.O.O.[N:29](C(C)(C)C(N[CH2:46][CH2:47][C:48]([OH:50])=[O:49])=N)=NC(C)(C)C(NCCC(O)=O)=N.[C:53]([O:57]CCCC)(=[O:56])[CH:54]=C.C(O[CH2:67][CH:68]([CH2:73][CH3:74])[CH2:69][CH2:70][CH2:71][CH3:72])(=O)C=C.C(O[CH2:80][CH2:81][CH2:82][CH2:83][CH2:84][CH:85](C)[CH3:86])(=O)C=C.C(OCC=C)(=O)C(C)=C.C(OC)(=O)C(C)=C, predict the reaction product. (2) Given the reactants [CH2:1]([O:3][C:4](=[O:25])[C:5]([O:8][C:9]1[CH:14]=[CH:13][C:12]([O:15]CC2C=CC=CC=2)=[CH:11][C:10]=1[CH:23]=[O:24])([CH3:7])[CH3:6])[CH3:2].[H][H], predict the reaction product. The product is: [CH2:1]([O:3][C:4](=[O:25])[C:5]([O:8][C:9]1[CH:14]=[CH:13][C:12]([OH:15])=[CH:11][C:10]=1[CH2:23][OH:24])([CH3:7])[CH3:6])[CH3:2]. (3) Given the reactants [Br:1][C:2]1[CH:13]=[CH:12][CH:11]=[CH:10][C:3]=1[CH2:4][CH2:5][S:6](Cl)(=[O:8])=[O:7].[F:14][C:15]1[CH:21]=[CH:20][CH:19]=[CH:18][C:16]=1[NH2:17].N1C=CC=CC=1, predict the reaction product. The product is: [Br:1][C:2]1[CH:13]=[CH:12][CH:11]=[CH:10][C:3]=1[CH2:4][CH2:5][S:6]([NH:17][C:16]1[CH:18]=[CH:19][CH:20]=[CH:21][C:15]=1[F:14])(=[O:8])=[O:7]. (4) The product is: [CH3:1][O:2][C:3]1[CH:4]=[CH:5][C:6]([NH:9][CH:10]([C:14]2[CH:18]=[CH:17][S:16][CH:15]=2)[C:11]([O:13][C@@H:21]2[CH:22]3[CH2:25][CH2:26][N:19]([CH2:24][CH2:23]3)[CH2:20]2)=[O:12])=[CH:7][CH:8]=1. Given the reactants [CH3:1][O:2][C:3]1[CH:8]=[CH:7][C:6]([NH:9][CH:10]([C:14]2[CH:18]=[CH:17][S:16][CH:15]=2)[C:11]([OH:13])=[O:12])=[CH:5][CH:4]=1.[N:19]12[CH2:26][CH2:25][CH:22]([CH2:23][CH2:24]1)[C@@H:21](O)[CH2:20]2.C1CCC(N=C=NC2CCCCC2)CC1.C1C=CC2N(O)N=NC=2C=1, predict the reaction product. (5) Given the reactants [CH2:1]([O:3][C:4]([C:6]1[C:10]([C:11]#[CH:12])=[CH:9][S:8][C:7]=1[NH:13]C(OC(C)(C)C)=O)=[O:5])[CH3:2].N1C(C)=CC=CC=1C.FC(F)(F)S(O[Si](C(C)(C)C)(C)C)(=O)=O.[F-].C([N+](CCCC)(CCCC)CCCC)CCC, predict the reaction product. The product is: [CH2:1]([O:3][C:4]([C:6]1[C:10]([C:11]#[CH:12])=[CH:9][S:8][C:7]=1[NH2:13])=[O:5])[CH3:2]. (6) Given the reactants C([Li])CCC.CCCCCC.C(NC(C)C)(C)C.[Cl:19][C:20]1[CH:25]=[CH:24][C:23]([CH:26]([CH3:31])[C:27](OC)=[O:28])=[CH:22][CH:21]=1.[CH2:32]=[O:33].C(O)(=O)C[C:36](CC(O)=O)(C(O)=O)[OH:37], predict the reaction product. The product is: [Cl:19][C:20]1[CH:21]=[CH:22][C:23]([C:26]([CH3:31])([CH2:27][OH:28])[C:32]([O:37][CH3:36])=[O:33])=[CH:24][CH:25]=1.